The task is: Predict the product of the given reaction.. This data is from Forward reaction prediction with 1.9M reactions from USPTO patents (1976-2016). (1) Given the reactants [N:1]1[CH:6]=[CH:5][CH:4]=[CH:3][C:2]=1[N:7]1[CH:11]=[C:10](C(O)=O)[CH:9]=[N:8]1.C1(P(N=[N+]=[N-])(C2C=CC=CC=2)=[O:22])C=CC=CC=1.C([N:34]([CH2:37]C)CC)C.[C:39]([OH:43])([CH3:42])([CH3:41])[CH3:40], predict the reaction product. The product is: [C:39]([O:43][C:37](=[O:22])[NH:34][C:10]1[CH:9]=[N:8][N:7]([C:2]2[CH:3]=[CH:4][CH:5]=[CH:6][N:1]=2)[CH:11]=1)([CH3:42])([CH3:41])[CH3:40]. (2) Given the reactants [BH4-].[Na+].[C:3]([C:7]1[CH:8]=[C:9]([C:17]2[CH:25]=[CH:24][CH:23]=[C:22]3[C:18]=2[CH2:19][CH:20]([CH2:27][C:28]2([CH3:34])[CH2:33][CH2:32][CH2:31][CH2:30][CH2:29]2)[C:21]3=[O:26])[CH:10]=[C:11]([C:13]([CH3:16])([CH3:15])[CH3:14])[CH:12]=1)([CH3:6])([CH3:5])[CH3:4].C1COCC1, predict the reaction product. The product is: [C:13]([C:11]1[CH:10]=[C:9]([C:17]2[CH:25]=[CH:24][CH:23]=[C:22]3[C:18]=2[CH2:19][CH:20]([CH2:27][C:28]2([CH3:34])[CH2:33][CH2:32][CH2:31][CH2:30][CH2:29]2)[CH:21]3[OH:26])[CH:8]=[C:7]([C:3]([CH3:6])([CH3:5])[CH3:4])[CH:12]=1)([CH3:14])([CH3:15])[CH3:16]. (3) Given the reactants ClS(C1C=C(C=CC=1F)C(O)=O)(=O)=O.[CH:15]([NH2:18])([CH3:17])[CH3:16].[Cl:19][C:20]1[CH:28]=[C:27]([F:29])[C:26]([S:30](NCC)(=[O:32])=[O:31])=[CH:25][C:21]=1[C:22]([OH:24])=[O:23], predict the reaction product. The product is: [Cl:19][C:20]1[CH:28]=[C:27]([F:29])[C:26]([S:30]([NH:18][CH:15]([CH3:17])[CH3:16])(=[O:32])=[O:31])=[CH:25][C:21]=1[C:22]([OH:24])=[O:23]. (4) Given the reactants C([O:4][C:5]1[CH:6]=[C:7]([CH:31]=[CH:32][CH:33]=1)[C:8]([N:10]1[CH2:15][CH2:14][CH:13]([C:16]2[CH:17]=[C:18]([CH:28]=[CH:29][CH:30]=2)[CH2:19][NH:20][C:21](=[O:27])[O:22][C:23]([CH3:26])([CH3:25])[CH3:24])[CH2:12][CH2:11]1)=[O:9])C=C.C[N+]1([O-])CC[O:38]CC1.C(OCC)(=O)C.S(=O)(O)[O-].[Na+].[CH3:53][C:54]([CH3:56])=[O:55], predict the reaction product. The product is: [OH:55][CH:54]([CH2:56][OH:38])[CH2:53][O:4][C:5]1[CH:6]=[C:7]([CH:31]=[CH:32][CH:33]=1)[C:8]([N:10]1[CH2:15][CH2:14][CH:13]([C:16]2[CH:17]=[C:18]([CH:28]=[CH:29][CH:30]=2)[CH2:19][NH:20][C:21](=[O:27])[O:22][C:23]([CH3:26])([CH3:25])[CH3:24])[CH2:12][CH2:11]1)=[O:9]. (5) Given the reactants [C:1]1([C:7]([C:42]2[CH:47]=[CH:46][CH:45]=[CH:44][CH:43]=2)([C:36]2[CH:41]=[CH:40][CH:39]=[CH:38][CH:37]=2)[N:8]2[CH:12]=[C:11]([CH:13]3[CH2:15][C:14]3([CH2:17][O:18][Si](C(C)(C)C)(C3C=CC=CC=3)C3C=CC=CC=3)[CH3:16])[N:10]=[CH:9]2)[CH:6]=[CH:5][CH:4]=[CH:3][CH:2]=1.[F-].C([NH3+])CCC, predict the reaction product. The product is: [C:42]1([C:7]([C:1]2[CH:6]=[CH:5][CH:4]=[CH:3][CH:2]=2)([C:36]2[CH:37]=[CH:38][CH:39]=[CH:40][CH:41]=2)[N:8]2[CH:12]=[C:11]([CH:13]3[CH2:15][C:14]3([CH2:17][OH:18])[CH3:16])[N:10]=[CH:9]2)[CH:47]=[CH:46][CH:45]=[CH:44][CH:43]=1. (6) Given the reactants [OH:1][C@H:2]([CH2:30][O:31][C:32]1[CH:37]=[CH:36][CH:35]=[CH:34][CH:33]=1)[CH2:3][N:4]([C@@H:12]([CH2:15][C:16]1[CH:21]=[CH:20][C:19]([NH:22][C:23]([C:25]2[CH:29]=[CH:28][NH:27][CH:26]=2)=[O:24])=[CH:18][CH:17]=1)[CH2:13][OH:14])C(=O)OC(C)(C)C, predict the reaction product. The product is: [OH:14][CH2:13][C@@H:12]([NH:4][CH2:3][C@H:2]([OH:1])[CH2:30][O:31][C:32]1[CH:33]=[CH:34][CH:35]=[CH:36][CH:37]=1)[CH2:15][C:16]1[CH:21]=[CH:20][C:19]([NH:22][C:23]([C:25]2[CH:29]=[CH:28][NH:27][CH:26]=2)=[O:24])=[CH:18][CH:17]=1. (7) Given the reactants [NH2:1][C:2]1[CH:3]=[C:4]([CH:10]=[CH:11][C:12]=1[NH2:13])[C:5]([O:7][CH2:8][CH3:9])=[O:6].[C:14]([CH2:16][C:17](O)=O)#[N:15].Cl.C(N=C=NCCCN(CC)CC)C.ON1C2C=CC=CC=2N=N1, predict the reaction product. The product is: [C:14]([CH2:16][C:17]1[NH:13][C:12]2[CH:11]=[CH:10][C:4]([C:5]([O:7][CH2:8][CH3:9])=[O:6])=[CH:3][C:2]=2[N:1]=1)#[N:15].